From a dataset of Reaction yield outcomes from USPTO patents with 853,638 reactions. Predict the reaction yield, written as a fraction of the theoretical maximum amount of product (1.0 means a 100% yield; for example, 0.34 means a 34% yield). The reactants are [Br:1][C:2]1[C:3]([F:9])=[N:4][CH:5]=[CH:6][C:7]=1I.C([Mg]Cl)(C)C.C(OCC)C.[CH:20]1([NH:25][C:26]2[C:31](I)=[CH:30][N:29]=[C:28]([NH2:33])[N:27]=2)[CH2:24][CH2:23][CH2:22][CH2:21]1. The catalyst is CC(O)C.C(=O)=O.C(Cl)Cl.[Cl-].[Zn+2].[Cl-].C1C=CC([P]([Pd]([P](C2C=CC=CC=2)(C2C=CC=CC=2)C2C=CC=CC=2)([P](C2C=CC=CC=2)(C2C=CC=CC=2)C2C=CC=CC=2)[P](C2C=CC=CC=2)(C2C=CC=CC=2)C2C=CC=CC=2)(C2C=CC=CC=2)C2C=CC=CC=2)=CC=1.C1COCC1. The product is [Br:1][C:2]1[C:3]([F:9])=[N:4][CH:5]=[CH:6][C:7]=1[C:31]1[C:26]([NH:25][CH:20]2[CH2:24][CH2:23][CH2:22][CH2:21]2)=[N:27][C:28]([NH2:33])=[N:29][CH:30]=1. The yield is 0.816.